From a dataset of Forward reaction prediction with 1.9M reactions from USPTO patents (1976-2016). Predict the product of the given reaction. Given the reactants [F:1][C:2]1[CH:7]=[CH:6][C:5]([C:8]2[CH:13]=[CH:12][CH:11]=[CH:10][C:9]=2[NH:14][C:15](=O)[CH2:16][CH3:17])=[CH:4][CH:3]=1.P(Cl)(Cl)(Cl)=O, predict the reaction product. The product is: [CH2:16]([C:15]1[N:14]=[C:9]2[C:8](=[C:5]3[C:6]=1[CH:7]=[C:2]([F:1])[CH:3]=[CH:4]3)[CH:13]=[CH:12][CH:11]=[CH:10]2)[CH3:17].